This data is from Forward reaction prediction with 1.9M reactions from USPTO patents (1976-2016). The task is: Predict the product of the given reaction. The product is: [F:1][C:2]1[C:3]([NH:38][C@H:39]2[CH2:44][CH2:43][CH2:42][C@@H:41]([C:45]([OH:47])=[O:46])[CH2:40]2)=[N:4][C:5]([C:9]2[C:17]3[C:12](=[N:13][CH:14]=[C:15]([F:18])[CH:16]=3)[N:11]([C:19]([C:32]3[CH:33]=[CH:34][CH:35]=[CH:36][CH:37]=3)([C:20]3[CH:25]=[CH:24][CH:23]=[CH:22][CH:21]=3)[C:26]3[CH:27]=[CH:28][CH:29]=[CH:30][CH:31]=3)[N:10]=2)=[C:6]([F:8])[CH:7]=1. Given the reactants [F:1][C:2]1[C:3]([NH:38][C@H:39]2[CH2:44][CH2:43][CH2:42][C@@H:41]([C:45]([O:47]CC)=[O:46])[CH2:40]2)=[N:4][C:5]([C:9]2[C:17]3[C:12](=[N:13][CH:14]=[C:15]([F:18])[CH:16]=3)[N:11]([C:19]([C:32]3[CH:37]=[CH:36][CH:35]=[CH:34][CH:33]=3)([C:26]3[CH:31]=[CH:30][CH:29]=[CH:28][CH:27]=3)[C:20]3[CH:25]=[CH:24][CH:23]=[CH:22][CH:21]=3)[N:10]=2)=[C:6]([F:8])[CH:7]=1.O.[OH-].[Li+].CCOC(C)=O, predict the reaction product.